Dataset: Forward reaction prediction with 1.9M reactions from USPTO patents (1976-2016). Task: Predict the product of the given reaction. (1) Given the reactants [CH3:1][C:2]1[O:6][C:5]([C:7]2[CH:12]=[CH:11][CH:10]=[CH:9][CH:8]=2)=[N:4][C:3]=1[C:13]([O:15][CH2:16][CH3:17])=[O:14].C1C(=O)N([Br:25])C(=O)C1, predict the reaction product. The product is: [Br:25][CH2:1][C:2]1[O:6][C:5]([C:7]2[CH:12]=[CH:11][CH:10]=[CH:9][CH:8]=2)=[N:4][C:3]=1[C:13]([O:15][CH2:16][CH3:17])=[O:14]. (2) The product is: [C:30]([OH:37])(=[O:36])/[CH:31]=[CH:32]/[C:33]([OH:35])=[O:34].[C:1]1([C:24]2[CH:25]=[CH:26][CH:27]=[CH:28][CH:29]=2)[CH:2]=[CH:3][C:4]([CH2:7][O:8][C:9]2[CH:10]=[C:11]3[C:16](=[CH:17][CH:18]=2)[CH2:15][CH:14]([CH2:19][CH2:20][N:21]([CH3:23])[CH3:22])[CH2:13][CH2:12]3)=[CH:5][CH:6]=1. Given the reactants [C:1]1([C:24]2[CH:29]=[CH:28][CH:27]=[CH:26][CH:25]=2)[CH:6]=[CH:5][C:4]([CH2:7][O:8][C:9]2[CH:10]=[C:11]3[C:16](=[CH:17][CH:18]=2)[CH2:15][CH:14]([CH2:19][CH2:20][N:21]([CH3:23])[CH3:22])[CH2:13][CH2:12]3)=[CH:3][CH:2]=1.[C:30]([OH:37])(=[O:36])/[CH:31]=[CH:32]/[C:33]([OH:35])=[O:34], predict the reaction product.